Task: Predict hERG channel inhibition at various concentrations.. Dataset: hERG Central: cardiac toxicity at 1µM, 10µM, and general inhibition The molecule is CCOc1ccc(C(=O)NCC(=O)N2CC=C(c3ccccc3)CC2)cc1OCC. Results: hERG_inhib (hERG inhibition (general)): blocker.